From a dataset of Peptide-MHC class I binding affinity with 185,985 pairs from IEDB/IMGT. Regression. Given a peptide amino acid sequence and an MHC pseudo amino acid sequence, predict their binding affinity value. This is MHC class I binding data. (1) The peptide sequence is LVKRFSTGLF. The MHC is HLA-B15:01 with pseudo-sequence HLA-B15:01. The binding affinity (normalized) is 0.487. (2) The peptide sequence is RLASTVIYR. The MHC is HLA-A68:02 with pseudo-sequence HLA-A68:02. The binding affinity (normalized) is 0.0847. (3) The peptide sequence is EDYLELDTI. The MHC is Patr-B2401 with pseudo-sequence Patr-B2401. The binding affinity (normalized) is 0.647. (4) The peptide sequence is TVFRNQNRV. The MHC is HLA-B46:01 with pseudo-sequence HLA-B46:01. The binding affinity (normalized) is 0.0847. (5) The peptide sequence is LLTACTIFY. The MHC is HLA-A02:02 with pseudo-sequence HLA-A02:02. The binding affinity (normalized) is 0.252.